This data is from Full USPTO retrosynthesis dataset with 1.9M reactions from patents (1976-2016). The task is: Predict the reactants needed to synthesize the given product. (1) Given the product [C:6]1([C:4]2[C:3](=[O:18])[NH:31][C:29](=[O:30])[C:28]=2[C:21]2[C:22]3[C:27](=[CH:26][CH:25]=[CH:24][CH:23]=3)[NH:19][CH:20]=2)[C:16]2=[C:17]3[C:12](=[CH:13][CH:14]=[CH:15]2)[S:11][CH2:10][CH2:9][N:8]3[CH:7]=1, predict the reactants needed to synthesize it. The reactants are: CO[C:3](=[O:18])[C:4]([C:6]1[C:16]2=[C:17]3[C:12](=[CH:13][CH:14]=[CH:15]2)[S:11][CH2:10][CH2:9][N:8]3[CH:7]=1)=O.[NH:19]1[C:27]2[C:22](=[CH:23][CH:24]=[CH:25][CH:26]=2)[C:21]([CH2:28][C:29]([NH2:31])=[O:30])=[CH:20]1. (2) Given the product [Cl:1][C:2]1[C:3]([O:9][CH2:10][CH2:11][O:12][CH3:13])=[CH:4][CH:5]=[C:6]([F:8])[C:7]=1[CH:21]=[O:22], predict the reactants needed to synthesize it. The reactants are: [Cl:1][C:2]1[CH:7]=[C:6]([F:8])[CH:5]=[CH:4][C:3]=1[O:9][CH2:10][CH2:11][O:12][CH3:13].C([Li])CCC.CN(C)[CH:21]=[O:22].O. (3) Given the product [CH:24]([NH:27][C:3]([C:5]1[NH:6][N:7]=[C:8]([O:10][CH2:11][C:12]2[C:13]([C:18]3[CH:19]=[CH:20][CH:21]=[CH:22][CH:23]=3)=[N:14][O:15][C:16]=2[CH3:17])[CH:9]=1)=[O:4])([CH3:26])[CH3:25], predict the reactants needed to synthesize it. The reactants are: CO[C:3]([C:5]1[NH:6][N:7]=[C:8]([O:10][CH2:11][C:12]2[C:13]([C:18]3[CH:23]=[CH:22][CH:21]=[CH:20][CH:19]=3)=[N:14][O:15][C:16]=2[CH3:17])[CH:9]=1)=[O:4].[CH:24]([NH2:27])([CH3:26])[CH3:25]. (4) Given the product [C:31]([O:30][C:28](=[O:29])[NH:20][C:17]1[CH:16]=[CH:15][C:14]([N:11]2[CH2:10][CH2:9][N:8]([CH2:1][C:2]3[CH:3]=[CH:4][CH:5]=[CH:6][CH:7]=3)[CH2:13][CH2:12]2)=[CH:19][CH:18]=1)([CH3:34])([CH3:33])[CH3:32], predict the reactants needed to synthesize it. The reactants are: [CH2:1]([N:8]1[CH2:13][CH2:12][N:11]([C:14]2[CH:19]=[CH:18][C:17]([NH2:20])=[CH:16][CH:15]=2)[CH2:10][CH2:9]1)[C:2]1[CH:7]=[CH:6][CH:5]=[CH:4][CH:3]=1.CCN(CC)CC.[C:28](O[C:28]([O:30][C:31]([CH3:34])([CH3:33])[CH3:32])=[O:29])([O:30][C:31]([CH3:34])([CH3:33])[CH3:32])=[O:29]. (5) Given the product [CH3:35][P:32]([C:27]1[N:28]=[C:29]([O:30][CH3:31])[C:24]([C:16]2[N:17]=[C:18]([N:10]3[CH2:11][CH2:12][N:7]([C:1]4[CH:6]=[CH:5][CH:4]=[CH:3][CH:2]=4)[CH2:8][CH2:9]3)[C:19]([C:20]([F:22])([F:23])[F:21])=[CH:14][N:15]=2)=[N:25][CH:26]=1)([CH3:34])=[O:33], predict the reactants needed to synthesize it. The reactants are: [C:1]1([N:7]2[CH2:12][CH2:11][NH:10][CH2:9][CH2:8]2)[CH:6]=[CH:5][CH:4]=[CH:3][CH:2]=1.Cl[C:14]1[C:19]([C:20]([F:23])([F:22])[F:21])=[CH:18][N:17]=[C:16]([C:24]2[C:29]([O:30][CH3:31])=[N:28][C:27]([P:32]([CH3:35])([CH3:34])=[O:33])=[CH:26][N:25]=2)[N:15]=1. (6) Given the product [N+:9]([C:5]1[CH:4]=[C:3]([CH2:2][C:12]#[N:13])[CH:8]=[CH:7][CH:6]=1)([O-:11])=[O:10], predict the reactants needed to synthesize it. The reactants are: Br[CH2:2][C:3]1[CH:8]=[CH:7][CH:6]=[C:5]([N+:9]([O-:11])=[O:10])[CH:4]=1.[C-:12]#[N:13].[Na+].O. (7) Given the product [CH:30]1([C:8]2[C:9]([O:11][CH2:12][C:13]3([CH3:29])[CH2:18][CH2:17][N:16]([C@@H:19]([C:21]4[CH:26]=[C:25]([Cl:27])[CH:24]=[C:23]([Cl:28])[CH:22]=4)[CH3:20])[CH2:15][CH2:14]3)=[CH:10][C:5]3[N:6]([C:2]([NH:39][S:36]([CH3:33])(=[O:38])=[O:37])=[N:3][N:4]=3)[CH:7]=2)[CH2:31][CH2:32]1, predict the reactants needed to synthesize it. The reactants are: Br[C:2]1[N:6]2[CH:7]=[C:8]([CH:30]3[CH2:32][CH2:31]3)[C:9]([O:11][CH2:12][C:13]3([CH3:29])[CH2:18][CH2:17][N:16]([C@@H:19]([C:21]4[CH:26]=[C:25]([Cl:27])[CH:24]=[C:23]([Cl:28])[CH:22]=4)[CH3:20])[CH2:15][CH2:14]3)=[CH:10][C:5]2=[N:4][N:3]=1.[CH:33]1([S:36]([NH2:39])(=[O:38])=[O:37])CC1.CS(N)(=O)=O.